This data is from Full USPTO retrosynthesis dataset with 1.9M reactions from patents (1976-2016). The task is: Predict the reactants needed to synthesize the given product. (1) Given the product [Cl-:18].[OH:11][C:1]1[C:10]2[C:5](=[CH:6][CH:7]=[CH:8][CH:9]=2)[C:4]([S+:16]2[CH2:12][CH2:13][CH2:14][CH2:15]2)=[CH:3][CH:2]=1, predict the reactants needed to synthesize it. The reactants are: [C:1]1([OH:11])[C:10]2[C:5](=[CH:6][CH:7]=[CH:8][CH:9]=2)[CH:4]=[CH:3][CH:2]=1.[CH2:12]1[S:16](=O)[CH2:15][CH2:14][CH2:13]1.[ClH:18]. (2) Given the product [N:1]([C:21]1[C:22]2[C:27](=[CH:26][CH:25]=[CH:24][CH:23]=2)[C:18]([C:15]2[CH2:14][C:13]([C:8]3[CH:7]=[C:6]([Cl:5])[CH:11]=[C:10]([Cl:12])[CH:9]=3)([C:29]([F:32])([F:30])[F:31])[O:17][N:16]=2)=[CH:19][CH:20]=1)=[N+:2]=[N-:3], predict the reactants needed to synthesize it. The reactants are: [N-:1]=[N+:2]=[N-:3].[Na+].[Cl:5][C:6]1[CH:7]=[C:8]([C:13]2([C:29]([F:32])([F:31])[F:30])[O:17][N:16]=[C:15]([C:18]3[C:27]4[C:22](=[CH:23][CH:24]=[CH:25][CH:26]=4)[C:21](F)=[CH:20][CH:19]=3)[CH2:14]2)[CH:9]=[C:10]([Cl:12])[CH:11]=1. (3) Given the product [Br:1][C:2]1[CH:3]=[C:4]([F:11])[C:5]([O:10][C:19]2[CH:18]=[CH:17][C:14]([C:15]#[N:16])=[C:13]([Cl:12])[CH:20]=2)=[C:6]([CH:9]=1)[C:7]#[N:8], predict the reactants needed to synthesize it. The reactants are: [Br:1][C:2]1[CH:3]=[C:4]([F:11])[C:5]([OH:10])=[C:6]([CH:9]=1)[C:7]#[N:8].[Cl:12][C:13]1[CH:20]=[C:19](F)[CH:18]=[CH:17][C:14]=1[C:15]#[N:16]. (4) The reactants are: [CH3:1][N:2]1[C:6]([C:7]2[CH:8]=[C:9]3[C:14](=[CH:15][C:16]=2[C:17]([F:20])([F:19])[F:18])[NH:13][C:12](=[O:21])[N:11]([NH:22][S:23]([CH3:26])(=[O:25])=[O:24])[C:10]3=[O:27])=[CH:5][CH:4]=[N:3]1.[C:28](Cl)(=[O:32])[CH2:29][CH2:30][CH3:31]. Given the product [C:28]([N:22]([N:11]1[C:10](=[O:27])[C:9]2[C:14](=[CH:15][C:16]([C:17]([F:19])([F:20])[F:18])=[C:7]([C:6]3[N:2]([CH3:1])[N:3]=[CH:4][CH:5]=3)[CH:8]=2)[NH:13][C:12]1=[O:21])[S:23]([CH3:26])(=[O:25])=[O:24])(=[O:32])[CH2:29][CH2:30][CH3:31], predict the reactants needed to synthesize it. (5) Given the product [CH3:1][C:2]1[CH:3]=[C:4]([C:8]2[N:9]=[C:10]3[CH:15]=[CH:14][CH:13]=[N:12][N:11]3[C:16]=2[C:17]2[CH:22]=[CH:21][N:20]=[C:19]([N:23]([S:37]([C:30]3[CH:29]=[CH:33][CH:32]=[CH:31][CH:36]=3)(=[O:39])=[O:38])[S:37]([C:31]3[CH:36]=[CH:35][CH:34]=[CH:33][CH:32]=3)(=[O:39])=[O:38])[CH:18]=2)[CH:5]=[CH:6][CH:7]=1, predict the reactants needed to synthesize it. The reactants are: [CH3:1][C:2]1[CH:3]=[C:4]([C:8]2[N:9]=[C:10]3[CH:15]=[CH:14][CH:13]=[N:12][N:11]3[C:16]=2[C:17]2[CH:22]=[CH:21][N:20]=[C:19]([NH2:23])[CH:18]=2)[CH:5]=[CH:6][CH:7]=1.C(N([CH2:29][CH3:30])CC)C.[C:31]1([S:37](Cl)(=[O:39])=[O:38])[CH:36]=[CH:35][CH:34]=[CH:33][CH:32]=1.C(=O)([O-])O.[Na+]. (6) Given the product [Cl:28][C:29]1[CH:48]=[CH:47][C:32]([NH:33][C:34]2[C:43]3[C:38](=[CH:39][C:40]([O:1][CH2:2][CH2:3][N:4]4[CH2:9][CH2:8][S:7][CH2:6][CH2:5]4)=[C:41]([O:44][CH3:45])[CH:42]=3)[N:37]=[CH:36][N:35]=2)=[C:31]([F:49])[CH:30]=1, predict the reactants needed to synthesize it. The reactants are: [OH:1][CH2:2][CH2:3][N:4]1[CH2:9][CH2:8][S:7][CH2:6][CH2:5]1.N(C(N1CCCCC1)=O)=NC(N1CCCCC1)=O.[Cl:28][C:29]1[CH:48]=[CH:47][C:32]([NH:33][C:34]2[C:43]3[C:38](=[CH:39][C:40](O)=[C:41]([O:44][CH3:45])[CH:42]=3)[N:37]=[CH:36][N:35]=2)=[C:31]([F:49])[CH:30]=1.C(P(CCCC)CCCC)CCC. (7) Given the product [OH:2][C:3]1[CH:8]=[CH:7][CH:6]=[CH:5][C:4]=1[C:9]1[N:10]([CH2:22][CH2:23][C:24]2[CH:25]=[CH:26][CH:27]=[CH:28][CH:29]=2)[C:11](=[O:21])[C:12]2[CH2:20][CH2:19][CH2:18][CH2:17][CH2:16][CH2:15][C:13]=2[N:14]=1, predict the reactants needed to synthesize it. The reactants are: C[O:2][C:3]1[CH:8]=[CH:7][CH:6]=[CH:5][C:4]=1[C:9]1[N:10]([CH2:22][CH2:23][C:24]2[CH:29]=[CH:28][CH:27]=[CH:26][CH:25]=2)[C:11](=[O:21])[C:12]2[CH2:20][CH2:19][CH2:18][CH2:17][CH2:16][CH2:15][C:13]=2[N:14]=1.B(Br)(Br)Br. (8) Given the product [CH2:17]([O:24][C:2]1[CH:16]=[CH:15][C:5]([CH2:6][CH:7]([C:12]([CH3:14])=[O:13])[C:8]([O:10][CH3:11])=[O:9])=[CH:4][CH:3]=1)[C:18]1[CH:23]=[CH:22][CH:21]=[CH:20][CH:19]=1, predict the reactants needed to synthesize it. The reactants are: F[C:2]1[CH:16]=[CH:15][C:5]([CH2:6][CH:7]([C:12]([CH3:14])=[O:13])[C:8]([O:10][CH3:11])=[O:9])=[CH:4][CH:3]=1.[CH2:17]([O:24]C1C=CC(CCl)=CC=1)[C:18]1[CH:23]=[CH:22][CH:21]=[CH:20][CH:19]=1. (9) Given the product [CH3:1][CH:2]1[CH2:7][CH2:6][C:5](=[N:11][NH:10][C:9]([O:13][C:14]([CH3:17])([CH3:16])[CH3:15])=[O:12])[CH2:4][CH2:3]1, predict the reactants needed to synthesize it. The reactants are: [CH3:1][CH:2]1[CH2:7][CH2:6][C:5](=O)[CH2:4][CH2:3]1.[C:9]([O:13][C:14]([CH3:17])([CH3:16])[CH3:15])(=[O:12])[NH:10][NH2:11]. (10) The reactants are: [NH2:1][C:2]1[CH:7]=[CH:6][CH:5]=[CH:4][C:3]=1[S:8][CH:9]([C:26]1[CH:31]=[C:30]([F:32])[CH:29]=[CH:28][C:27]=1[F:33])[C@@H:10]([C:22]([O:24]C)=O)[NH:11][C:12]([O:14][CH2:15][C:16]1[CH:21]=[CH:20][CH:19]=[CH:18][CH:17]=1)=[O:13].C1(C)C=CC(S(O)(=O)=O)=CC=1. Given the product [F:33][C:27]1[CH:28]=[CH:29][C:30]([F:32])=[CH:31][C:26]=1[C@H:9]1[C@@H:10]([NH:11][C:12](=[O:13])[O:14][CH2:15][C:16]2[CH:17]=[CH:18][CH:19]=[CH:20][CH:21]=2)[C:22](=[O:24])[NH:1][C:2]2[CH:7]=[CH:6][CH:5]=[CH:4][C:3]=2[S:8]1, predict the reactants needed to synthesize it.